Dataset: Full USPTO retrosynthesis dataset with 1.9M reactions from patents (1976-2016). Task: Predict the reactants needed to synthesize the given product. (1) Given the product [F:15][C:14]([F:17])([F:16])[C:12]([NH:11][C:9]1[CH:8]=[CH:7][C:5]2[N:6]=[C:2]([CH3:1])[O:3][C:4]=2[CH:10]=1)=[O:13], predict the reactants needed to synthesize it. The reactants are: [CH3:1][C:2]1[O:3][C:4]2[CH:10]=[C:9]([NH2:11])[CH:8]=[CH:7][C:5]=2[N:6]=1.[C:12](O[C:12]([C:14]([F:17])([F:16])[F:15])=[O:13])([C:14]([F:17])([F:16])[F:15])=[O:13]. (2) Given the product [F:1][C:2]1[CH:3]=[C:4]([CH:33]=[CH:34][CH:35]=1)[CH2:5][N:6]1[CH:10]=[C:9]([C:11]2[C:19]3[C:14](=[N:15][CH:16]=[C:17]([C:20]4[CH:21]=[CH:22][C:23]([CH:26]5[CH2:27][CH2:28][N:29]([CH3:32])[CH2:30][CH2:31]5)=[CH:24][CH:25]=4)[CH:18]=3)[NH:13][CH:12]=2)[CH:8]=[N:7]1, predict the reactants needed to synthesize it. The reactants are: [F:1][C:2]1[CH:3]=[C:4]([CH:33]=[CH:34][CH:35]=1)[CH2:5][N:6]1[CH:10]=[C:9]([C:11]2[C:19]3[C:14](=[N:15][CH:16]=[C:17]([C:20]4[CH:25]=[CH:24][C:23]([C:26]5[CH2:27][CH2:28][N:29]([CH3:32])[CH2:30][CH:31]=5)=[CH:22][CH:21]=4)[CH:18]=3)[NH:13][CH:12]=2)[CH:8]=[N:7]1. (3) Given the product [NH2:8][C:9]1[C:14]([C:15]([OH:17])=[O:16])=[CH:13][N:12]=[CH:11][CH:10]=1, predict the reactants needed to synthesize it. The reactants are: C(OC([NH:8][C:9]1[C:14]([C:15]([OH:17])=[O:16])=[CH:13][N:12]=[CH:11][CH:10]=1)=O)(C)(C)C.C(O)(C(F)(F)F)=O. (4) Given the product [CH2:20]([N:22]1[CH2:27][CH2:26][N:25]([C:12](=[O:14])[CH2:11][CH2:10][CH2:9][N:8]2[C:2](=[O:1])[CH2:3][CH2:4][C:5](=[O:19])[C:6]3[CH:18]=[CH:17][CH:16]=[CH:15][C:7]2=3)[CH2:24][CH2:23]1)[CH3:21], predict the reactants needed to synthesize it. The reactants are: [O:1]=[C:2]1[N:8]([CH2:9][CH2:10][CH2:11][C:12]([OH:14])=O)[C:7]2[CH:15]=[CH:16][CH:17]=[CH:18][C:6]=2[C:5](=[O:19])[CH2:4][CH2:3]1.[CH2:20]([N:22]1[CH2:27][CH2:26][NH:25][CH2:24][CH2:23]1)[CH3:21].CCN=C=NCCCN(C)C.Cl.CCN(CC)CC. (5) Given the product [O:4]1[C:8]2=[C:9]([N:13]3[CH2:18][CH2:17][N:16]([CH2:19][CH2:20][C@H:21]4[CH2:26][CH2:25][C@H:24]([NH:27][C:35](=[O:36])[CH2:34][C@@H:29]5[CH2:30][O:31][CH2:32][CH2:33][O:28]5)[CH2:23][CH2:22]4)[CH2:15][CH2:14]3)[N:10]=[CH:11][CH:12]=[C:7]2[CH2:6][CH2:5]1, predict the reactants needed to synthesize it. The reactants are: Cl.Cl.Cl.[O:4]1[C:8]2=[C:9]([N:13]3[CH2:18][CH2:17][N:16]([CH2:19][CH2:20][C@H:21]4[CH2:26][CH2:25][C@H:24]([NH2:27])[CH2:23][CH2:22]4)[CH2:15][CH2:14]3)[N:10]=[CH:11][CH:12]=[C:7]2[CH2:6][CH2:5]1.[O:28]1[CH2:33][CH2:32][O:31][CH2:30][C@H:29]1[CH2:34][C:35](O)=[O:36]. (6) Given the product [Cl:2][C:3]1[CH:8]=[CH:7][C:6]([C:9]2[S:10][C:11]([CH2:15][NH:16][C:17]([CH:19]3[CH2:24][CH2:23][CH2:22][N:21]([C:33]4[CH:34]=[C:29]([CH:30]=[CH:31][CH:32]=4)[C:27]([O:26][CH3:25])=[O:28])[CH2:20]3)=[O:18])=[C:12]([CH3:14])[N:13]=2)=[CH:5][CH:4]=1, predict the reactants needed to synthesize it. The reactants are: Cl.[Cl:2][C:3]1[CH:8]=[CH:7][C:6]([C:9]2[S:10][C:11]([CH2:15][NH:16][C:17]([CH:19]3[CH2:24][CH2:23][CH2:22][NH:21][CH2:20]3)=[O:18])=[C:12]([CH3:14])[N:13]=2)=[CH:5][CH:4]=1.[CH3:25][O:26][C:27]([C:29]1[CH:30]=[C:31](OB(O)O)[CH:32]=[CH:33][CH:34]=1)=[O:28].C(N(CC)CC)C. (7) Given the product [CH3:1][S:2]([O:5][CH2:6][C:7]1[CH:8]=[N:9][CH:10]=[CH:14][N:13]=1)(=[O:3])=[O:4], predict the reactants needed to synthesize it. The reactants are: [CH3:1][S:2]([O:5][CH2:6][C:7]1[CH:8]=[N:9][CH:10]=NC=1)(=[O:4])=[O:3].[N:13]1C=CN=C[C:14]=1CO. (8) Given the product [Cl:8][C:6]1[N:5]=[CH:4][N:3]=[C:2]([NH:25][CH2:24][C:19]2[CH:20]=[CH:21][CH:22]=[CH:23][N:18]=2)[CH:7]=1, predict the reactants needed to synthesize it. The reactants are: Cl[C:2]1[CH:7]=[C:6]([Cl:8])[N:5]=[CH:4][N:3]=1.CCN(C(C)C)C(C)C.[N:18]1[CH:23]=[CH:22][CH:21]=[CH:20][C:19]=1[CH2:24][NH2:25].O. (9) Given the product [NH2:7][C:5]1[O:19][C:18]([C:17]2[CH:26]=[CH:27][C:14]([CH3:13])=[CH:15][CH:16]=2)=[CH:20][C:21](=[O:22])[N:4]=1, predict the reactants needed to synthesize it. The reactants are: [OH-].[K+].C[NH:4][C:5](=[NH:7])S.OS(O)(=O)=O.[CH3:13][C:14]1[CH:27]=[CH:26][C:17]([C:18]([CH2:20][C:21](OCC)=[O:22])=[O:19])=[CH:16][CH:15]=1. (10) Given the product [CH3:21][CH:19]([C:18]1[N:17]=[C:16]([N:22]([S:23]([CH3:26])(=[O:24])=[O:25])[CH3:27])[N:15]=[C:14]([C:28]2[CH:29]=[CH:30][C:31]([F:34])=[CH:32][CH:33]=2)[C:13]=1/[CH:12]=[CH:11]/[C@@H:9]([OH:8])[CH2:10][C@@H:5]([OH:6])[CH2:4][C:3]([OH:37])=[O:2])[CH3:20], predict the reactants needed to synthesize it. The reactants are: C[O:2][C:3](=[O:37])[CH2:4][C@H:5]1[CH2:10][C@@H:9](/[CH:11]=[CH:12]/[C:13]2[C:14]([C:28]3[CH:33]=[CH:32][C:31]([F:34])=[CH:30][CH:29]=3)=[N:15][C:16]([N:22]([CH3:27])[S:23]([CH3:26])(=[O:25])=[O:24])=[N:17][C:18]=2[CH:19]([CH3:21])[CH3:20])[O:8]C(C)(C)[O:6]1.Cl.[OH-].[Na+].C(OCC)(=O)C.